This data is from Full USPTO retrosynthesis dataset with 1.9M reactions from patents (1976-2016). The task is: Predict the reactants needed to synthesize the given product. (1) Given the product [Br:1][C:2]1[CH:3]=[C:4]2[C:9](=[CH:10][C:11]=1[F:12])[O:8][C:7]([CH2:14][CH2:15][O:16][CH2:17][O:18][CH3:19])([CH3:13])[CH:6]=[C:5]2[O:20][Si:23]([CH3:25])([CH3:24])[CH3:22], predict the reactants needed to synthesize it. The reactants are: [Br:1][C:2]1[CH:3]=[C:4]2[C:9](=[CH:10][C:11]=1[F:12])[O:8][C:7]([CH2:14][CH2:15][O:16][CH2:17][O:18][CH3:19])([CH3:13])[CH2:6][C:5]2=[O:20].[Li+].[CH3:22][Si:23]([N-][Si:23]([CH3:25])([CH3:24])[CH3:22])([CH3:25])[CH3:24].C[Si](Cl)(C)C. (2) The reactants are: [F:1][C:2]1[CH:28]=[C:27]([F:29])[CH:26]=[CH:25][C:3]=1[O:4][C:5]1[C:6]([C:15]2[CH:16]=[C:17]([O:23][CH3:24])[C:18](=[O:22])[N:19]([CH3:21])[CH:20]=2)=[N:7][C:8](S(C)(=O)=O)=[N:9][CH:10]=1.[CH3:30][S:31]([NH2:34])(=[O:33])=[O:32]. Given the product [F:1][C:2]1[CH:28]=[C:27]([F:29])[CH:26]=[CH:25][C:3]=1[O:4][C:5]1[C:6]([C:15]2[CH:16]=[C:17]([O:23][CH3:24])[C:18](=[O:22])[N:19]([CH3:21])[CH:20]=2)=[N:7][C:8]([NH:34][S:31]([CH3:30])(=[O:33])=[O:32])=[N:9][CH:10]=1, predict the reactants needed to synthesize it. (3) Given the product [C:16]([O:20][C:21]([N:23]1[CH2:28][CH2:27][N:26]([CH2:11][C:10]2[CH:13]=[CH:14][CH:15]=[C:8]([C:6]3[CH:5]=[CH:4][N:3]=[C:2]([Cl:1])[N:7]=3)[CH:9]=2)[CH:25]([CH3:29])[CH2:24]1)=[O:22])([CH3:19])([CH3:17])[CH3:18], predict the reactants needed to synthesize it. The reactants are: [Cl:1][C:2]1[N:7]=[C:6]([C:8]2[CH:9]=[C:10]([CH:13]=[CH:14][CH:15]=2)[CH:11]=O)[CH:5]=[CH:4][N:3]=1.[C:16]([O:20][C:21]([N:23]1[CH2:28][CH2:27][NH:26][C@H:25]([CH3:29])[CH2:24]1)=[O:22])([CH3:19])([CH3:18])[CH3:17]. (4) Given the product [Cl:1][C:2]1[CH:3]=[C:4]([NH:10][C:11](=[O:20])[C:12]([OH:19])([CH:13]2[CH2:14][CH2:15][CH2:16][CH2:17][CH2:18]2)[CH:21]([O:24][CH:25]2[CH2:30][CH2:29][CH2:28][CH2:27][O:26]2)[C:22]#[CH:23])[CH:5]=[CH:6][C:7]=1[C:8]#[N:9], predict the reactants needed to synthesize it. The reactants are: [Cl:1][C:2]1[CH:3]=[C:4]([NH:10][C:11](=[O:20])[C:12](=[O:19])[CH:13]2[CH2:18][CH2:17][CH2:16][CH2:15][CH2:14]2)[CH:5]=[CH:6][C:7]=1[C:8]#[N:9].[CH2:21]([O:24][CH:25]1[CH2:30][CH2:29][CH2:28][CH2:27][O:26]1)[C:22]#[CH:23].C([Li])CCC. (5) Given the product [C:1]([NH:4][C:5]1[C:10]([F:11])=[C:9]([Br:26])[N:8]=[C:7]([C:13]([O:15][CH3:16])=[O:14])[C:6]=1[Cl:17])(=[O:3])[CH3:2], predict the reactants needed to synthesize it. The reactants are: [C:1]([NH:4][C:5]1[C:10]([F:11])=[C:9](Cl)[N:8]=[C:7]([C:13]([O:15][CH3:16])=[O:14])[C:6]=1[Cl:17])(=[O:3])[CH3:2].NC1C(F)=C([Br:26])N=C(C(OC)=O)C=1Cl.